From a dataset of Peptide-MHC class II binding affinity with 134,281 pairs from IEDB. Regression. Given a peptide amino acid sequence and an MHC pseudo amino acid sequence, predict their binding affinity value. This is MHC class II binding data. The peptide sequence is MFFSTMKRPSREKQD. The MHC is HLA-DQA10101-DQB10501 with pseudo-sequence HLA-DQA10101-DQB10501. The binding affinity (normalized) is 0.